Dataset: Forward reaction prediction with 1.9M reactions from USPTO patents (1976-2016). Task: Predict the product of the given reaction. (1) The product is: [CH3:21][N:16]([C:13]1[CH:12]=[CH:11][C:10]([C:6]2[C:5]3[N:4]([N:3]=[C:2]([NH:1][C:24]4[CH:29]=[CH:28][CH:27]=[C:26]([N:30]5[CH2:35][CH2:34][N:33]([CH3:36])[CH2:32][CH2:31]5)[CH:25]=4)[N:22]=3)[CH:9]=[CH:8][CH:7]=2)=[CH:15][CH:14]=1)[S:17]([CH3:20])(=[O:19])=[O:18]. Given the reactants [NH2:1][C:2]1[N:22]=[C:5]2[C:6]([C:10]3[CH:15]=[CH:14][C:13]([N:16]([CH3:21])[S:17]([CH3:20])(=[O:19])=[O:18])=[CH:12][CH:11]=3)=[CH:7][CH:8]=[CH:9][N:4]2[N:3]=1.Br[C:24]1[CH:25]=[C:26]([N:30]2[CH2:35][CH2:34][N:33]([CH3:36])[CH2:32][CH2:31]2)[CH:27]=[CH:28][CH:29]=1.C1(P(C2CCCCC2)C2C=CC=CC=2C2C=CC=CC=2P(C2CCCCC2)C2CCCCC2)CCCCC1, predict the reaction product. (2) Given the reactants [Cl:1][C:2]1[C:3]2[C:10]([I:11])=[CH:9][NH:8][C:4]=2[N:5]=[CH:6][N:7]=1.[C:12]1([N:18]2[C:22]3[CH:23]=[CH:24][CH:25]=[CH:26][C:21]=3[N:20]=[C:19]2[CH:27](N)C)[CH:17]=[CH:16][CH:15]=[CH:14][CH:13]=1.C([O-])([O-])=O.[K+].[K+].O, predict the reaction product. The product is: [Cl:1][C:2]1[C:3]2[C:10]([I:11])=[CH:9][N:8]([CH2:27][C:19]3[N:18]([C:12]4[CH:17]=[CH:16][CH:15]=[CH:14][CH:13]=4)[C:22]4[CH:23]=[CH:24][CH:25]=[CH:26][C:21]=4[N:20]=3)[C:4]=2[N:5]=[CH:6][N:7]=1. (3) Given the reactants [CH3:1][C:2]1[CH:3]=[C:4]([CH:8]=[CH:9][C:10]=1[N+:11]([O-:13])=[O:12])[C:5](O)=[O:6].S(Cl)(Cl)=O.COCCOC.[OH-].[NH3:25], predict the reaction product. The product is: [CH3:1][C:2]1[CH:3]=[C:4]([CH:8]=[CH:9][C:10]=1[N+:11]([O-:13])=[O:12])[C:5]([NH2:25])=[O:6]. (4) Given the reactants [F:1][C:2]1([F:17])[CH2:7][CH2:6][C:5](B2OC(C)(C)C(C)(C)O2)=[CH:4][CH2:3]1.[Br:18][C:19]1[CH:27]=[CH:26][C:25]([C:28]([NH2:30])=[O:29])=[C:24]2[C:20]=1[CH:21]=[C:22](I)[NH:23]2.C([O-])([O-])=O.[Na+].[Na+].O, predict the reaction product. The product is: [Br:18][C:19]1[CH:27]=[CH:26][C:25]([C:28]([NH2:30])=[O:29])=[C:24]2[C:20]=1[CH:21]=[C:22]([C:5]1[CH2:6][CH2:7][C:2]([F:1])([F:17])[CH2:3][CH:4]=1)[NH:23]2. (5) Given the reactants [Ca+2].[CH:2]([C:6]1[C:10](/[CH:11]=[CH:12]/[C@@H:13](O)[CH2:14][C@@H:15]([OH:20])[CH2:16][C:17]([O-:19])=[O:18])=[C:9]([C:22]2[CH:27]=[CH:26][C:25]([F:28])=[CH:24][CH:23]=2)[N:8]([C:29]2[CH:34]=[CH:33][N:32]=[C:31]([NH:35][C:36]3[CH:41]=[CH:40][CH:39]=[CH:38][CH:37]=3)[CH:30]=2)[N:7]=1)([CH2:4][CH3:5])[CH3:3].[CH:2]([C:6]1[C:10](/[CH:11]=[CH:12]/[C@@H:13](O)[CH2:14][C@@H:15]([OH:20])[CH2:16][C:17]([O-:19])=[O:18])=[C:9]([C:22]2[CH:27]=[CH:26][C:25]([F:28])=[CH:24][CH:23]=2)[N:8]([C:29]2[CH:34]=[CH:33][N:32]=[C:31]([NH:35][C:36]3[CH:37]=[CH:38][CH:39]=[CH:40][CH:41]=3)[CH:30]=2)[N:7]=1)([CH2:4][CH3:5])[CH3:3], predict the reaction product. The product is: [CH:2]([C:6]1[C:10](/[CH:11]=[CH:12]/[C@H:13]2[O:19][C:17](=[O:18])[CH2:16][C@H:15]([OH:20])[CH2:14]2)=[C:9]([C:22]2[CH:27]=[CH:26][C:25]([F:28])=[CH:24][CH:23]=2)[N:8]([C:29]2[CH:34]=[CH:33][N:32]=[C:31]([NH:35][C:36]3[CH:41]=[CH:40][CH:39]=[CH:38][CH:37]=3)[CH:30]=2)[N:7]=1)([CH2:4][CH3:5])[CH3:3]. (6) Given the reactants Cl[C:2]1[N:11]=[CH:10][C:9]2[N:8]3[CH:12]=[N:13][C:14]([C:15]([O:17][CH2:18][CH3:19])=[O:16])=[C:7]3[CH2:6][N:5]([CH:20]3[CH2:24][CH2:23][CH2:22][CH2:21]3)[C:4]=2[N:3]=1.[NH2:25][C:26]1[CH:34]=[CH:33][C:29]([C:30]([OH:32])=[O:31])=[CH:28][C:27]=1[O:35][CH3:36], predict the reaction product. The product is: [CH:20]1([N:5]2[C:4]3[N:3]=[C:2]([NH:25][C:26]4[CH:34]=[CH:33][C:29]([C:30]([OH:32])=[O:31])=[CH:28][C:27]=4[O:35][CH3:36])[N:11]=[CH:10][C:9]=3[N:8]3[CH:12]=[N:13][C:14]([C:15]([O:17][CH2:18][CH3:19])=[O:16])=[C:7]3[CH2:6]2)[CH2:24][CH2:23][CH2:22][CH2:21]1.